Dataset: Full USPTO retrosynthesis dataset with 1.9M reactions from patents (1976-2016). Task: Predict the reactants needed to synthesize the given product. (1) Given the product [CH3:12][O:13][C:14]([C:16]1([NH:21][CH2:10][C:5]2[C:6]([NH2:9])=[N:7][CH:8]=[C:3]([Br:2])[CH:4]=2)[CH2:20][CH2:19][CH2:18][CH2:17]1)=[O:15], predict the reactants needed to synthesize it. The reactants are: Br.[Br:2][C:3]1[CH:4]=[C:5]([CH2:10]Br)[C:6]([NH2:9])=[N:7][CH:8]=1.[CH3:12][O:13][C:14]([C:16]1([NH2:21])[CH2:20][CH2:19][CH2:18][CH2:17]1)=[O:15].CCN(CC)CC. (2) Given the product [CH2:1]([N:8]1[CH:12]=[C:11](/[CH:38]=[CH:37]/[C:36]([O:40][CH3:41])=[O:39])[C:10]([CH:14]([CH3:16])[CH3:15])=[N:9]1)[C:2]1[CH:7]=[CH:6][CH:5]=[CH:4][CH:3]=1, predict the reactants needed to synthesize it. The reactants are: [CH2:1]([N:8]1[CH:12]=[C:11](I)[C:10]([CH:14]([CH3:16])[CH3:15])=[N:9]1)[C:2]1[CH:7]=[CH:6][CH:5]=[CH:4][CH:3]=1.C1(P(C2C=CC=CC=2)C2C=CC=CC=2)C=CC=CC=1.[C:36]([O:40][CH3:41])(=[O:39])[CH:37]=[CH2:38].C([O-])(=O)C.[Na+]. (3) Given the product [O:1]1[C:5]2([CH2:9][CH2:8][CH:7]([O:10][CH2:14][C:15]3[C:16]([C:23]4[C:24]([Cl:30])=[CH:25][CH:26]=[CH:27][C:28]=4[Cl:29])=[N:17][O:18][C:19]=3[CH:20]3[CH2:22][CH2:21]3)[CH2:6]2)[O:4][CH2:3][CH2:2]1, predict the reactants needed to synthesize it. The reactants are: [O:1]1[C:5]2([CH2:9][CH2:8][CH:7]([OH:10])[CH2:6]2)[O:4][CH2:3][CH2:2]1.[H-].[Na+].Cl[CH2:14][C:15]1[C:16]([C:23]2[C:28]([Cl:29])=[CH:27][CH:26]=[CH:25][C:24]=2[Cl:30])=[N:17][O:18][C:19]=1[CH:20]1[CH2:22][CH2:21]1. (4) Given the product [F:1][C:2]1[CH:3]=[C:4]2[C:8](=[CH:9][C:10]=1[NH:11][C:12](=[O:13])[CH:14]([OH:16])[CH3:15])[NH:7][C:6](=[O:20])[CH2:5]2, predict the reactants needed to synthesize it. The reactants are: [F:1][C:2]1[CH:3]=[C:4]2[C:8](=[CH:9][C:10]=1[NH:11][C:12]([CH:14]([O:16]C(=O)C)[CH3:15])=[O:13])[NH:7][C:6](=[O:20])[CH2:5]2.O.[OH-].[Na+].Cl. (5) The reactants are: [CH3:1][N:2]([S:15]([C:18]1[S:19][CH:20]=[CH:21][N:22]=1)(=[O:17])=[O:16])[C:3]1[CH:4]=[CH:5][CH:6]=[C:7]2[C:11]=1[NH:10][C:9]([C:12](O)=[O:13])=[CH:8]2.[N:23]1(O)C2C=CC=CC=2N=N1.Cl.CN(C)CCCN=C=NCC.N. Given the product [CH3:1][N:2]([S:15]([C:18]1[S:19][CH:20]=[CH:21][N:22]=1)(=[O:17])=[O:16])[C:3]1[CH:4]=[CH:5][CH:6]=[C:7]2[C:11]=1[NH:10][C:9]([C:12]([NH2:23])=[O:13])=[CH:8]2, predict the reactants needed to synthesize it. (6) Given the product [C:24]([O:23][C@@H:18]1[CH2:17][C@@:15]2([CH3:16])[C@@H:11]([CH2:12][CH2:13][C:14]2=[O:27])[C@H:10]2[C@H:19]1[C:20]1[CH:21]=[CH:22][C:5]([OH:4])=[CH:6][C:7]=1[CH2:8][CH2:9]2)(=[O:26])[CH3:25], predict the reactants needed to synthesize it. The reactants are: C([O:4][C:5]1[CH:22]=[CH:21][C:20]2[C@@H:19]3[C@H:10]([C@H:11]4[C@@:15]([CH2:17][C@H:18]3[O:23][C:24](=[O:26])[CH3:25])([CH3:16])[C:14](=[O:27])[CH2:13][CH2:12]4)[CH2:9][CH2:8][C:7]=2[CH:6]=1)(=O)C.C(=O)([O-])O.[Na+].O.Cl.